Dataset: Reaction yield outcomes from USPTO patents with 853,638 reactions. Task: Predict the reaction yield, written as a fraction of the theoretical maximum amount of product (1.0 means a 100% yield; for example, 0.34 means a 34% yield). (1) The reactants are [CH:1]1([C:4]2[NH:5][C:6]3[C:11]([CH:12]=2)=[C:10]([C:13]([F:16])([F:15])[F:14])[C:9]([C:17]#[N:18])=[CH:8][CH:7]=3)[CH2:3][CH2:2]1.C(=O)([O-])[O-].[Cs+].[Cs+].Br[CH2:26][C:27]([O:29][C:30]([CH3:33])([CH3:32])[CH3:31])=[O:28]. The catalyst is C(#N)C. The product is [C:17]([C:9]1[C:10]([C:13]([F:14])([F:15])[F:16])=[C:11]2[C:6](=[CH:7][CH:8]=1)[N:5]([CH2:26][C:27]([O:29][C:30]([CH3:33])([CH3:32])[CH3:31])=[O:28])[C:4]([CH:1]1[CH2:2][CH2:3]1)=[CH:12]2)#[N:18]. The yield is 1.00. (2) The reactants are [I:1][C:2]1[C:10]2[C:5](=[N:6][CH:7]=[C:8]([C:11]([O:13][CH3:14])=[O:12])[CH:9]=2)[NH:4][CH:3]=1.C(N(CC)C(C)C)(C)C.[C:24]([O:28][C:29](O[C:29]([O:28][C:24]([CH3:27])([CH3:26])[CH3:25])=[O:30])=[O:30])([CH3:27])([CH3:26])[CH3:25]. The catalyst is ClCCl.O1CCCC1.CN(C)C1C=CN=CC=1. The product is [I:1][C:2]1[C:10]2[C:5](=[N:6][CH:7]=[C:8]([C:11]([O:13][CH3:14])=[O:12])[CH:9]=2)[N:4]([C:29]([O:28][C:24]([CH3:27])([CH3:26])[CH3:25])=[O:30])[CH:3]=1. The yield is 0.820. (3) The reactants are I.[NH2:2][C:3]1[C:4]([C:11]([NH:13][C:14](=[NH:17])SC)=[O:12])=[N:5][C:6]([Cl:10])=[C:7]([NH2:9])[N:8]=1.[NH2:18][CH2:19][CH2:20][CH2:21][CH2:22][C:23]1[CH:39]=[CH:38][C:26]([O:27][CH2:28][C:29]([N:31]([CH2:35][CH2:36][OH:37])[CH2:32][CH2:33][OH:34])=[O:30])=[CH:25][CH:24]=1.C(N(CC)CC)C. The catalyst is C(O)C. The product is [NH2:2][C:3]1[C:4]([C:11]([N:13]=[C:14]([NH2:17])[NH:18][CH2:19][CH2:20][CH2:21][CH2:22][C:23]2[CH:39]=[CH:38][C:26]([O:27][CH2:28][C:29]([N:31]([CH2:35][CH2:36][OH:37])[CH2:32][CH2:33][OH:34])=[O:30])=[CH:25][CH:24]=2)=[O:12])=[N:5][C:6]([Cl:10])=[C:7]([NH2:9])[N:8]=1. The yield is 0.640. (4) The reactants are [CH3:1][O:2][C:3]([C:5]1[N:6]([S:21]([CH3:24])(=[O:23])=[O:22])[CH:7]=[C:8]([C:10](=O)[NH:11][C:12]2[CH:17]=[CH:16][CH:15]=[C:14]([F:18])[C:13]=2[F:19])[CH:9]=1)=[O:4].COC1C=CC(P2(SP(C3C=CC(OC)=CC=3)(=S)S2)=[S:34])=CC=1. The catalyst is C1(C)C=CC=CC=1. The product is [CH3:1][O:2][C:3]([C:5]1[N:6]([S:21]([CH3:24])(=[O:23])=[O:22])[CH:7]=[C:8]([C:10](=[S:34])[NH:11][C:12]2[CH:17]=[CH:16][CH:15]=[C:14]([F:18])[C:13]=2[F:19])[CH:9]=1)=[O:4]. The yield is 0.990. (5) The reactants are [N:1]1[C:10]2[C:5](=[CH:6][CH:7]=[CH:8][CH:9]=2)[CH:4]=[CH:3][C:2]=1[N:11]1[CH2:14][CH:13]([C:15]2[C:16]([N:21]3[CH2:25][CH2:24][CH:23]([NH:26]C(=O)OC(C)(C)C)[CH2:22]3)=[N:17][CH:18]=[CH:19][N:20]=2)[CH2:12]1.Cl.C(OCC)C. No catalyst specified. The product is [N:1]1[C:10]2[C:5](=[CH:6][CH:7]=[CH:8][CH:9]=2)[CH:4]=[CH:3][C:2]=1[N:11]1[CH2:12][CH:13]([C:15]2[C:16]([N:21]3[CH2:25][CH2:24][CH:23]([NH2:26])[CH2:22]3)=[N:17][CH:18]=[CH:19][N:20]=2)[CH2:14]1. The yield is 0.682. (6) The reactants are [CH2:1]([O:3][C:4](=[O:16])[C:5]([O:8][C:9]1[CH:14]=[CH:13][C:12]([OH:15])=[CH:11][CH:10]=1)([CH3:7])[CH3:6])[CH3:2].C1N2CCN(CC2)C1.[CH3:25][N:26]([CH3:30])[C:27](Cl)=[S:28]. The catalyst is CN(C=O)C. The product is [CH2:1]([O:3][C:4](=[O:16])[C:5]([O:8][C:9]1[CH:10]=[CH:11][C:12]([O:15][C:27](=[S:28])[N:26]([CH3:30])[CH3:25])=[CH:13][CH:14]=1)([CH3:7])[CH3:6])[CH3:2]. The yield is 0.750. (7) The reactants are [CH3:1][CH:2]([CH3:24])/[CH:3]=[CH:4]/[CH2:5][CH2:6][CH2:7][CH2:8][C:9]([N:11]1[C@H:15]([CH2:16][C:17]2[CH:22]=[CH:21][CH:20]=[CH:19][CH:18]=2)[CH2:14][O:13][C:12]1=[O:23])=[O:10].[Li+].C[Si]([N-][Si](C)(C)C)(C)C.[CH3:35][C:36]1[CH:37]=[C:38]([CH:41]=[C:42]([CH3:45])[C:43]=1[F:44])[CH2:39]Br. The catalyst is C1COCC1. The product is [F:44][C:43]1[C:36]([CH3:35])=[CH:37][C:38]([CH2:39][C@H:8]([CH2:7][CH2:6][CH2:5]/[CH:4]=[CH:3]/[CH:2]([CH3:24])[CH3:1])[C:9]([N:11]2[C@H:15]([CH2:16][C:17]3[CH:22]=[CH:21][CH:20]=[CH:19][CH:18]=3)[CH2:14][O:13][C:12]2=[O:23])=[O:10])=[CH:41][C:42]=1[CH3:45]. The yield is 0.680. (8) The reactants are [Br:1][C:2]1[CH:7]=[CH:6][C:5]([C:8]([C:10]2[CH:15]=[CH:14][C:13]([O:16]C)=[CH:12][CH:11]=2)=[O:9])=[CH:4][CH:3]=1.[Al+3].[Cl-].[Cl-].[Cl-].N#N.Cl. The catalyst is C1(C)C=CC=CC=1. The product is [Br:1][C:2]1[CH:7]=[CH:6][C:5]([C:8]([C:10]2[CH:15]=[CH:14][C:13]([OH:16])=[CH:12][CH:11]=2)=[O:9])=[CH:4][CH:3]=1. The yield is 1.00. (9) The reactants are [F:1][C:2]1[CH:3]=[CH:4][C:5](B2OC(C)(C)C(C)(C)O2)=[C:6]([CH:9]=1)[C:7]#[N:8].[Br:19][C:20]1[CH:25]=[C:24]([F:26])[CH:23]=[C:22](Br)[CH:21]=1. The catalyst is COCCOC. The product is [Br:19][C:20]1[CH:21]=[C:22]([C:5]2[C:6]([C:7]#[N:8])=[CH:9][C:2]([F:1])=[CH:3][CH:4]=2)[CH:23]=[C:24]([F:26])[CH:25]=1. The yield is 0.0900. (10) The reactants are Br[C:2]1[CH:3]=[CH:4][C:5]([C:8]([C:11]2[S:12][C:13]([C:16]3[CH:21]=[C:20]([NH:22][C:23]4C=[C:27]([C:29]([F:32])([F:31])[F:30])[CH:26]=[CH:25][N:24]=4)[CH:19]=[C:18]([CH3:33])[CH:17]=3)=[CH:14][N:15]=2)([OH:10])[CH3:9])=[N:6][CH:7]=1.[C:34]([O-:37])(=O)C.C1(P(C2C=CC=CC=2)CCCP(C2C=CC=CC=2)C2C=CC=CC=2)C=CC=CC=1.C([N:69](CC)CC)C.CN([CH:77]=[O:78])C. The catalyst is [NH4+].[Cl-].[Pd].CO. The product is [OH:10][C:8]([C:5]1[N:6]=[CH:7][C:2]([C:34]([O:78][CH3:77])=[O:37])=[CH:3][CH:4]=1)([C:11]1[S:12][C:13]([C:16]2[CH:21]=[C:20]([NH:22][C:23]3[N:69]=[C:27]([C:29]([F:32])([F:31])[F:30])[CH:26]=[CH:25][N:24]=3)[CH:19]=[C:18]([CH3:33])[CH:17]=2)=[CH:14][N:15]=1)[CH3:9]. The yield is 0.820.